Dataset: Peptide-MHC class II binding affinity with 134,281 pairs from IEDB. Task: Regression. Given a peptide amino acid sequence and an MHC pseudo amino acid sequence, predict their binding affinity value. This is MHC class II binding data. (1) The peptide sequence is PSLLVNQFGSVPAVT. The MHC is DRB1_0101 with pseudo-sequence DRB1_0101. The binding affinity (normalized) is 0.629. (2) The peptide sequence is EVIPTAFSIGKTYKP. The MHC is HLA-DQA10501-DQB10301 with pseudo-sequence HLA-DQA10501-DQB10301. The binding affinity (normalized) is 0.406. (3) The binding affinity (normalized) is 0. The MHC is HLA-DQA10501-DQB10302 with pseudo-sequence HLA-DQA10501-DQB10302. The peptide sequence is KNPVVDGNPTVDIEE. (4) The peptide sequence is VGADEDDIKATYDKG. The MHC is DRB1_1302 with pseudo-sequence DRB1_1302. The binding affinity (normalized) is 0.